This data is from Forward reaction prediction with 1.9M reactions from USPTO patents (1976-2016). The task is: Predict the product of the given reaction. Given the reactants [C:1]1([CH2:7][CH2:8][OH:9])[CH:6]=[CH:5][CH:4]=[CH:3][CH:2]=1.[C:10]1([CH2:16][C:17](O)=[O:18])[CH:15]=[CH:14][CH:13]=[CH:12][CH:11]=1.[OH-].[K+], predict the reaction product. The product is: [C:1]1([CH2:7][C:8]([O:18][CH2:17][CH2:16][C:10]2[CH:15]=[CH:14][CH:13]=[CH:12][CH:11]=2)=[O:9])[CH:6]=[CH:5][CH:4]=[CH:3][CH:2]=1.